This data is from Catalyst prediction with 721,799 reactions and 888 catalyst types from USPTO. The task is: Predict which catalyst facilitates the given reaction. (1) Reactant: C1(C)C=CC(OCC([Cl:11])=O)=CC=1.[CH2:13]([C:16]1[CH:27]=[CH:26][C:19]([O:20][C@@H:21]([CH3:25])[C:22](O)=[O:23])=[CH:18][CH:17]=1)[CH2:14][CH3:15].O=S(Cl)Cl. Product: [CH2:13]([C:16]1[CH:27]=[CH:26][C:19]([O:20][C@@H:21]([CH3:25])[C:22]([Cl:11])=[O:23])=[CH:18][CH:17]=1)[CH2:14][CH3:15]. The catalyst class is: 48. (2) Reactant: [NH2:1][CH2:2][C:3]1[CH:12]=[C:11]2[C:6]([CH2:7][CH2:8][CH:9]([NH:20][C:21](=[O:27])[O:22][C:23]([CH3:26])([CH3:25])[CH3:24])[CH:10]2[CH2:13][C:14]2[CH:19]=[CH:18][CH:17]=[CH:16][CH:15]=2)=[CH:5][CH:4]=1.C(N(CC)CC)C.[CH:35]1([CH2:38][S:39](Cl)(=[O:41])=[O:40])[CH2:37][CH2:36]1. Product: [CH2:13]([CH:10]1[C:11]2[C:6](=[CH:5][CH:4]=[C:3]([CH2:2][NH:1][S:39]([CH2:38][CH:35]3[CH2:37][CH2:36]3)(=[O:41])=[O:40])[CH:12]=2)[CH2:7][CH2:8][CH:9]1[NH:20][C:21](=[O:27])[O:22][C:23]([CH3:24])([CH3:26])[CH3:25])[C:14]1[CH:15]=[CH:16][CH:17]=[CH:18][CH:19]=1. The catalyst class is: 4. (3) Reactant: [CH3:1][N:2]1[CH:6]=[C:5]([C:7]2[CH:12]=[CH:11][N:10]=[CH:9][CH:8]=2)[C:4]([C:13]2[CH:18]=[CH:17][C:16]([OH:19])=[CH:15][CH:14]=2)=[N:3]1.C1(P(C2C=CC=CC=2)C2C=CC=CC=2)C=CC=CC=1.[N:39]1[C:48]2[C:43](=[CH:44][CH:45]=[CH:46][N:47]=2)[CH:42]=[CH:41][C:40]=1[CH2:49]O.[OH-].[Na+]. Product: [CH3:1][N:2]1[CH:6]=[C:5]([C:7]2[CH:8]=[CH:9][N:10]=[CH:11][CH:12]=2)[C:4]([C:13]2[CH:18]=[CH:17][C:16]([O:19][CH2:49][C:40]3[CH:41]=[CH:42][C:43]4[C:48](=[N:47][CH:46]=[CH:45][CH:44]=4)[N:39]=3)=[CH:15][CH:14]=2)=[N:3]1. The catalyst class is: 12. (4) Reactant: [CH:1]12[CH2:16][CH:12]([CH2:13][NH:14][CH2:15]1)[C:11]1[CH:10]=[C:9]3[C:4]([N:5]=[CH:6][CH:7]=[N:8]3)=[CH:3][C:2]2=1.[C:17]([OH:26])(=[O:25])[C@@H:18]([C@H:20]([C:22]([OH:24])=[O:23])[OH:21])[OH:19]. Product: [C:22]([C@@H:20]([C@H:18]([C:17]([OH:26])=[O:25])[OH:19])[OH:21])([OH:24])=[O:23].[CH:12]12[CH2:16][CH:1]([CH2:15][NH:14][CH2:13]1)[C:2]1[CH:3]=[C:4]3[C:9]([N:8]=[CH:7][CH:6]=[N:5]3)=[CH:10][C:11]2=1. The catalyst class is: 5. (5) Reactant: [CH3:1][O:2][CH2:3][C:4]1[CH:9]=[CH:8][C:7]([CH2:10][C:11](O)=[O:12])=[CH:6][CH:5]=1. Product: [CH3:1][O:2][CH2:3][C:4]1[CH:9]=[CH:8][C:7]([CH2:10][CH2:11][OH:12])=[CH:6][CH:5]=1. The catalyst class is: 1. (6) Product: [F:1][C:2]1[CH:3]=[C:4]([C:19]2[CH:24]=[CH:23][C:22]([C:25]([OH:27])=[O:26])=[CH:21][CH:20]=2)[CH:5]=[CH:6][C:7]=1[NH:8][C:9]1[S:10][C:11]2[CH:17]=[C:16]([F:18])[CH:15]=[CH:14][C:12]=2[N:13]=1. Reactant: [F:1][C:2]1[CH:3]=[C:4]([C:19]2[CH:24]=[CH:23][C:22]([C:25]([O:27]C)=[O:26])=[CH:21][CH:20]=2)[CH:5]=[CH:6][C:7]=1[NH:8][C:9]1[S:10][C:11]2[CH:17]=[C:16]([F:18])[CH:15]=[CH:14][C:12]=2[N:13]=1.CO.[Li+].[OH-].Cl. The catalyst class is: 20. (7) Reactant: Br[C:2]1[CH:6]=[C:5]([CH:7]2[CH2:12][C:11]([CH3:26])([S:13]([C:16]3[CH:21]=[CH:20][CH:19]=[C:18]([C:22]([F:25])([F:24])[F:23])[CH:17]=3)(=[O:15])=[O:14])[CH2:10][CH2:9][O:8]2)[N:4]([CH3:27])[N:3]=1.CCN(C(C)C)C(C)C.[CH3:37][S-:38].[Na+].CC1(C)C2C(=C(P(C3C=CC=CC=3)C3C=CC=CC=3)C=CC=2)OC2C(P(C3C=CC=CC=3)C3C=CC=CC=3)=CC=CC1=2. Product: [CH3:27][N:4]1[C:5]([CH:7]2[CH2:12][C:11]([CH3:26])([S:13]([C:16]3[CH:21]=[CH:20][CH:19]=[C:18]([C:22]([F:25])([F:24])[F:23])[CH:17]=3)(=[O:15])=[O:14])[CH2:10][CH2:9][O:8]2)=[CH:6][C:2]([S:38][CH3:37])=[N:3]1. The catalyst class is: 101. (8) Reactant: Cl[C:2]1[NH:3][C:4](=[O:12])[C:5]2[S:10][C:9]([CH3:11])=[CH:8][C:6]=2[N:7]=1.[CH:13]1[C:18]2[CH2:19][NH:20][CH2:21][CH2:22][S:23](=[O:24])[C:17]=2[CH:16]=[CH:15][CH:14]=1.C(N(CC)CC)C. Product: [O:24]=[S:23]1[C:17]2[CH:16]=[CH:15][CH:14]=[CH:13][C:18]=2[CH2:19][N:20]([C:2]2[NH:3][C:4](=[O:12])[C:5]3[S:10][C:9]([CH3:11])=[CH:8][C:6]=3[N:7]=2)[CH2:21][CH2:22]1. The catalyst class is: 11. (9) Product: [C:19]([C:18]1[C:12]2[C:13](=[N:14][CH:15]=[C:10]([NH:9][C:6]3[CH:5]=[CH:4][C:3]([CH:2]=[O:1])=[N:8][CH:7]=3)[N:11]=2)[N:16]([CH2:25][O:26][CH2:27][CH2:28][Si:29]([CH3:30])([CH3:32])[CH3:31])[CH:17]=1)(=[O:24])[C:20]([CH3:23])([CH3:22])[CH3:21]. Reactant: [OH:1][CH2:2][C:3]1[N:8]=[CH:7][C:6]([NH:9][C:10]2[N:11]=[C:12]3[C:18]([C:19](=[O:24])[C:20]([CH3:23])([CH3:22])[CH3:21])=[CH:17][N:16]([CH2:25][O:26][CH2:27][CH2:28][Si:29]([CH3:32])([CH3:31])[CH3:30])[C:13]3=[N:14][CH:15]=2)=[CH:5][CH:4]=1.CC(OI1(OC(C)=O)(OC(C)=O)OC(=O)C2C=CC=CC1=2)=O. The catalyst class is: 2.